Task: Predict the reactants needed to synthesize the given product.. Dataset: Full USPTO retrosynthesis dataset with 1.9M reactions from patents (1976-2016) (1) Given the product [N+:1]([C:4]1[CH:12]=[C:11]2[C:7]([CH:8]=[N:9][N:10]2[C:21](=[O:22])[CH3:20])=[CH:6][CH:5]=1)([O-:3])=[O:2], predict the reactants needed to synthesize it. The reactants are: [N+:1]([C:4]1[CH:12]=[C:11]2[C:7]([CH:8]=[N:9][NH:10]2)=[CH:6][CH:5]=1)([O-:3])=[O:2].C(N(CC)CC)C.[CH3:20][C:21](OC(C)=O)=[O:22].C1OCCOCCOCCOCCOCCOC1. (2) Given the product [CH3:40][N:23]([CH3:22])/[CH:24]=[C:25](\[F:21])/[C:26]([C:28]1[N:32]([CH:33]2[CH2:34][CH2:35][O:36][CH2:37][CH2:38]2)[C:31]([CH3:39])=[N:30][CH:29]=1)=[O:27], predict the reactants needed to synthesize it. The reactants are: [B-](F)(F)(F)F.[B-](F)(F)(F)F.C1[N+]2(CCl)CC[N+]([F:21])(CC2)C1.[CH3:22][N:23]([CH3:40])/[CH:24]=[CH:25]/[C:26]([C:28]1[N:32]([CH:33]2[CH2:38][CH2:37][O:36][CH2:35][CH2:34]2)[C:31]([CH3:39])=[N:30][CH:29]=1)=[O:27]. (3) Given the product [CH:1]1([N:4]2[C:11](=[O:12])[CH2:10][CH2:9][N:8]([CH2:46][CH:44]([OH:45])[CH2:43][O:36][C:37]3[CH:42]=[CH:41][CH:40]=[CH:39][CH:38]=3)[C:7]3[CH:13]=[CH:14][C:15]([O:17][CH3:18])=[CH:16][C:6]=3[CH2:5]2)[CH2:2][CH2:3]1, predict the reactants needed to synthesize it. The reactants are: [CH:1]1([N:4]2[C:11](=[O:12])[CH2:10][CH2:9][NH:8][C:7]3[CH:13]=[CH:14][C:15]([O:17][CH3:18])=[CH:16][C:6]=3[CH2:5]2)[CH2:3][CH2:2]1.FC(F)(F)S([O-])(=O)=O.[Mg+2].FC(F)(F)S([O-])(=O)=O.[O:36]([CH2:43][CH:44]1[CH2:46][O:45]1)[C:37]1[CH:42]=[CH:41][CH:40]=[CH:39][CH:38]=1.C(=O)(O)[O-].[Na+]. (4) Given the product [CH3:1][N:2]1[CH2:6][CH2:5][C@@H:4]([NH:7][C:8](=[O:40])[C@H:9]([CH:37]([CH3:39])[CH3:38])[CH2:10][C@H:11]([OH:36])[C@@H:12]([NH2:33])[CH2:13][C@H:14]([CH2:18][C:19]2[CH:24]=[CH:23][C:22]([O:25][CH3:26])=[C:21]([O:27][CH2:28][CH2:29][CH2:30][O:31][CH3:32])[CH:20]=2)[CH:15]([CH3:16])[CH3:17])[CH2:3]1, predict the reactants needed to synthesize it. The reactants are: [CH3:1][N:2]1[CH2:6][CH2:5][C@@H:4]([NH:7][C:8](=[O:40])[C@H:9]([CH:37]([CH3:39])[CH3:38])[CH2:10][C@H:11]([OH:36])[C@@H:12]([N:33]=[N+]=[N-])[CH2:13][C@H:14]([CH2:18][C:19]2[CH:24]=[CH:23][C:22]([O:25][CH3:26])=[C:21]([O:27][CH2:28][CH2:29][CH2:30][O:31][CH3:32])[CH:20]=2)[CH:15]([CH3:17])[CH3:16])[CH2:3]1. (5) Given the product [CH3:7][N:8]([CH3:43])[C:9]1[C:18]2[C:13](=[CH:14][CH:15]=[C:16]([NH:19][C:20]3[N:25]=[C:24]([NH:26][C:27]4[CH:28]=[C:29]5[C:34](=[CH:35][CH:36]=4)[N:33]=[C:32]([CH3:37])[CH:31]=[C:30]5[N:38]([CH3:40])[CH3:39])[N:23]=[C:22]([NH:49][CH2:48][CH2:47][CH2:46][N:45]([CH3:50])[CH3:44])[N:21]=3)[CH:17]=2)[N:12]=[C:11]([CH3:42])[CH:10]=1, predict the reactants needed to synthesize it. The reactants are: C(=O)([O-])[O-].[K+].[K+].[CH3:7][N:8]([CH3:43])[C:9]1[C:18]2[C:13](=[CH:14][CH:15]=[C:16]([NH:19][C:20]3[N:25]=[C:24]([NH:26][C:27]4[CH:28]=[C:29]5[C:34](=[CH:35][CH:36]=4)[N:33]=[C:32]([CH3:37])[CH:31]=[C:30]5[N:38]([CH3:40])[CH3:39])[N:23]=[C:22](Cl)[N:21]=3)[CH:17]=2)[N:12]=[C:11]([CH3:42])[CH:10]=1.[CH3:44][N:45]([CH3:50])[CH2:46][CH2:47][CH2:48][NH2:49]. (6) Given the product [N:24]1[CH:25]=[CH:26][CH:27]=[C:22]([C:4]2[CH:3]=[C:2]([C:28]([F:29])([F:30])[F:31])[N:6]([C:7]3[N:8]=[CH:9][C:10]([NH:13][C:14]([CH:16]4[CH2:21][CH2:20][CH2:19][CH2:18][CH2:17]4)=[O:15])=[N:11][CH:12]=3)[N:5]=2)[CH:23]=1, predict the reactants needed to synthesize it. The reactants are: O[C:2]1([C:28]([F:31])([F:30])[F:29])[N:6]([C:7]2[N:8]=[CH:9][C:10]([NH:13][C:14]([CH:16]3[CH2:21][CH2:20][CH2:19][CH2:18][CH2:17]3)=[O:15])=[N:11][CH:12]=2)[N:5]=[C:4]([C:22]2[CH:23]=[N:24][CH:25]=[CH:26][CH:27]=2)[CH2:3]1. (7) Given the product [C:13]([C:6]1[C:7](=[O:12])[NH:8][C:9]2[C:4]([C:5]=1[C:23]1[CH:24]=[N:25][CH:26]=[CH:27][CH:28]=1)=[CH:3][C:2]([C:34]1[C:30]([CH3:29])=[N:31][O:32][C:33]=1[CH3:38])=[CH:11][CH:10]=2)(=[O:22])[CH:14]=[CH:15][C:16]1[CH:21]=[CH:20][CH:19]=[CH:18][CH:17]=1, predict the reactants needed to synthesize it. The reactants are: Br[C:2]1[CH:3]=[C:4]2[C:9](=[CH:10][CH:11]=1)[NH:8][C:7](=[O:12])[C:6]([C:13](=[O:22])[CH:14]=[CH:15][C:16]1[CH:21]=[CH:20][CH:19]=[CH:18][CH:17]=1)=[C:5]2[C:23]1[CH:24]=[N:25][CH:26]=[CH:27][CH:28]=1.[CH3:29][C:30]1[C:34](B(O)O)=[C:33]([CH3:38])[O:32][N:31]=1.CN(C1CCCCC1)C1CCCCC1.[OH-].[Na+]. (8) Given the product [F:12][C:8]1[CH:7]=[C:6]2[C:11]([C:2]([NH:21][C:22]3[CH:29]=[C:28]([N:30]4[CH2:31][CH2:32][O:33][CH2:34][CH2:35]4)[CH:27]=[CH:26][C:23]=3[C:24]#[N:25])=[C:3]([CH3:20])[C:4]([C:13]3[CH:18]=[CH:17][CH:16]=[CH:15][C:14]=3[F:19])=[N:5]2)=[CH:10][CH:9]=1, predict the reactants needed to synthesize it. The reactants are: Cl[C:2]1[C:11]2[C:6](=[CH:7][C:8]([F:12])=[CH:9][CH:10]=2)[N:5]=[C:4]([C:13]2[CH:18]=[CH:17][CH:16]=[CH:15][C:14]=2[F:19])[C:3]=1[CH3:20].[NH2:21][C:22]1[CH:29]=[C:28]([N:30]2[CH2:35][CH2:34][O:33][CH2:32][CH2:31]2)[CH:27]=[CH:26][C:23]=1[C:24]#[N:25].Cl.O1CCOCC1. (9) The reactants are: [CH2:1]([C:5]1[C:14]([CH2:15][NH:16][C:17](=[O:23])[O:18][C:19]([CH3:22])([CH3:21])[CH3:20])=[C:13]([C:24]2[CH:29]=[CH:28][C:27]([CH3:30])=[CH:26][CH:25]=2)[C:12]2[C:7](=[CH:8][CH:9]=[C:10](OS(C(F)(F)F)(=O)=O)[CH:11]=2)[N:6]=1)[CH:2]([CH3:4])[CH3:3].[B].[C:40]([O-:43])(=[O:42])[CH3:41].[K+].Cl[C:46]1[S:47][CH:48]=C[N:50]=1.C(=O)([O-])[O-].[K+].[K+]. Given the product [C:19]([O:18][C:17]([NH:16][CH2:15][C:14]1[C:5]([CH2:1][CH:2]([CH3:3])[CH3:4])=[N:6][C:7]2[C:12]([C:13]=1[C:24]1[CH:29]=[CH:28][C:27]([CH3:30])=[CH:26][CH:25]=1)=[CH:11][C:10]([C:46]1[S:47][CH:48]=[C:41]([C:40]([OH:43])=[O:42])[N:50]=1)=[CH:9][CH:8]=2)=[O:23])([CH3:20])([CH3:21])[CH3:22], predict the reactants needed to synthesize it. (10) Given the product [CH:21]1([CH2:26][N:27]([CH2:28][CH3:29])[C:2]2[N:7]=[C:6]3[N:8]([CH3:12])[N:9]=[C:10]([CH3:11])[C:5]3=[CH:4][C:3]=2[CH:13]=[O:14])[CH2:25][CH2:24][CH2:23][CH2:22]1, predict the reactants needed to synthesize it. The reactants are: Cl[C:2]1[N:7]=[C:6]2[N:8]([CH3:12])[N:9]=[C:10]([CH3:11])[C:5]2=[CH:4][C:3]=1[CH:13]=[O:14].C(=O)([O-])[O-].[K+].[K+].[CH:21]1([CH2:26][NH:27][CH2:28][CH3:29])[CH2:25][CH2:24][CH2:23][CH2:22]1.O.